This data is from CYP2C9 inhibition data for predicting drug metabolism from PubChem BioAssay. The task is: Regression/Classification. Given a drug SMILES string, predict its absorption, distribution, metabolism, or excretion properties. Task type varies by dataset: regression for continuous measurements (e.g., permeability, clearance, half-life) or binary classification for categorical outcomes (e.g., BBB penetration, CYP inhibition). Dataset: cyp2c9_veith. The drug is Cc1c(NC(=O)c2cccnc2)c(=O)n(-c2ccccc2)n1C. The result is 0 (non-inhibitor).